From a dataset of Reaction yield outcomes from USPTO patents with 853,638 reactions. Predict the reaction yield, written as a fraction of the theoretical maximum amount of product (1.0 means a 100% yield; for example, 0.34 means a 34% yield). (1) The reactants are [NH:1](C(OC(C)(C)C)=O)[C@H:2]([C:4]([N:6]1[CH2:13][CH2:12][CH2:11][C@H:7]1[C:8]([OH:10])=[O:9])=[O:5])[CH3:3].[CH3:21][N:22]1[C@@H:39]2[CH2:40][C:27]3[CH:28]=[CH:29][C:30]([O:41][CH3:42])=[C:31]4[O:32][C@H:33]5[C:34]([CH2:36][CH2:37][C@@H:38]2[C@:25]5([C:26]=34)[CH2:24][CH2:23]1)=[O:35].Cl. The catalyst is O1CCOCC1. The product is [NH2:1][C@H:2]([C:4]([N:6]1[CH2:13][CH2:12][CH2:11][C@H:7]1[C:8]([OH:10])=[O:9])=[O:5])[CH3:3].[CH3:21][N:22]1[C@@H:39]2[CH2:40][C:27]3[CH:28]=[CH:29][C:30]([O:41][CH3:42])=[C:31]4[O:32][C@H:33]5[C:34]([CH2:36][CH2:37][C@@H:38]2[C@:25]5([C:26]=34)[CH2:24][CH2:23]1)=[O:35]. The yield is 0.710. (2) The reactants are C([Li])CCC.C(NC(C)C)(C)C.C([N-]C(C)C)(C)C.[Li+].[O:21]=[C:22]1[CH2:29][CH:28]2[CH2:30][CH:24]([CH2:25][N:26]([C:31]([O:33][CH2:34][CH3:35])=[O:32])[CH2:27]2)[CH2:23]1.[F:36][C:37]([F:57])([F:56])[S:38](N(C1C=CC(Cl)=CN=1)[S:38]([C:37]([F:57])([F:56])[F:36])(=[O:40])=[O:39])(=[O:40])=[O:39]. The catalyst is C1COCC1. The product is [F:36][C:37]([F:57])([F:56])[S:38]([O:21][C:22]1[CH2:23][CH:24]2[CH2:30][CH:28]([CH2:27][N:26]([C:31]([O:33][CH2:34][CH3:35])=[O:32])[CH2:25]2)[CH:29]=1)(=[O:40])=[O:39]. The yield is 0.697.